This data is from Full USPTO retrosynthesis dataset with 1.9M reactions from patents (1976-2016). The task is: Predict the reactants needed to synthesize the given product. (1) Given the product [NH:8]1[CH2:12][CH2:11][CH2:10][C@H:9]1[C:13]1([OH:16])[CH2:15][CH2:14]1, predict the reactants needed to synthesize it. The reactants are: C([N:8]1[CH2:12][CH2:11][CH2:10][C@H:9]1[C:13]1([OH:16])[CH2:15][CH2:14]1)C1C=CC=CC=1.CCOC(C)=O.CO.N. (2) Given the product [CH2:21]([N:23]([S:24]([C:27]1[CH:28]=[CH:29][C:30]([F:33])=[CH:31][CH:32]=1)(=[O:26])=[O:25])[CH2:34][C:35]([NH:20][CH2:19][C:6]1[CH:7]=[C:8]([C:9]2[CH:14]=[CH:13][C:12]([C:15]([F:17])([F:16])[F:18])=[CH:11][CH:10]=2)[C:3]([O:2][CH3:1])=[CH:4][CH:5]=1)=[O:36])[CH3:22], predict the reactants needed to synthesize it. The reactants are: [CH3:1][O:2][C:3]1[C:8]([C:9]2[CH:14]=[CH:13][C:12]([C:15]([F:18])([F:17])[F:16])=[CH:11][CH:10]=2)=[CH:7][C:6]([CH2:19][NH2:20])=[CH:5][CH:4]=1.[CH2:21]([N:23]([CH2:34][C:35](O)=[O:36])[S:24]([C:27]1[CH:32]=[CH:31][C:30]([F:33])=[CH:29][CH:28]=1)(=[O:26])=[O:25])[CH3:22].CN(C(ON1N=NC2C=CC=NC1=2)=[N+](C)C)C.F[P-](F)(F)(F)(F)F.C(N(CC)C(C)C)(C)C.OS([O-])(=O)=O.[K+]. (3) Given the product [ClH:11].[F:1][C:2]1[C:3]([CH2:9][NH2:10])=[N:4][CH:5]=[C:6]([F:8])[CH:7]=1, predict the reactants needed to synthesize it. The reactants are: [F:1][C:2]1[C:3]([C:9]#[N:10])=[N:4][CH:5]=[C:6]([F:8])[CH:7]=1.[ClH:11]. (4) Given the product [NH2:8][CH2:9][CH2:10][CH2:11][C:12]1[C:20]2[C:19]([NH:21][C:22]3[C:30]4[C:25](=[CH:26][N:27]=[CH:28][CH:29]=4)[O:24][C:23]=3[C:31]3[N:32]=[CH:33][CH:34]=[CH:35][N:36]=3)=[CH:18][CH:17]=[C:16]([Cl:37])[C:15]=2[NH:14][N:13]=1, predict the reactants needed to synthesize it. The reactants are: C(O)(C(F)(F)F)=O.[NH2:8][CH2:9][CH2:10][CH2:11][C:12]1[C:20]2[C:15](=[C:16]([Cl:37])[CH:17]=[CH:18][C:19]=2[NH:21][C:22]2[C:30]3[C:25](=[CH:26][N:27]=[CH:28][CH:29]=3)[O:24][C:23]=2[C:31]2[N:36]=[CH:35][CH:34]=[CH:33][N:32]=2)[N:14](C(OC(C)(C)C)=O)[N:13]=1. (5) Given the product [ClH:22].[Cl:29][C:24]1[CH:25]=[CH:26][CH:27]=[CH:28][C:23]=1[N:12]1[C:13]([S:15][C:16]2[CH:17]=[N:18][C:19]([Cl:22])=[CH:20][CH:21]=2)=[CH:14][C:10]([CH2:9][NH:7][CH3:6])=[N:11]1, predict the reactants needed to synthesize it. The reactants are: C(O[C:6](=O)[N:7]([CH2:9][C:10]1[CH:14]=[C:13]([S:15][C:16]2[CH:17]=[N:18][C:19]([Cl:22])=[CH:20][CH:21]=2)[N:12]([C:23]2[CH:28]=[CH:27][CH:26]=[CH:25][C:24]=2[Cl:29])[N:11]=1)C)(C)(C)C.C(OCC)(=O)C.Cl. (6) Given the product [Cl:1][C:2]1[C:11]([CH2:12][NH:35][CH:32]2[CH2:31][CH2:30][N:29]([CH2:28][CH2:27][S:26][C:22]3[CH:21]=[N:20][C:19]4[C:24](=[CH:25][C:16]([O:15][CH3:14])=[CH:17][CH:18]=4)[N:23]=3)[CH2:34][CH2:33]2)=[CH:10][C:5]2[NH:6][CH2:7][CH2:8][S:9][C:4]=2[CH:3]=1, predict the reactants needed to synthesize it. The reactants are: [Cl:1][C:2]1[C:11]([CH:12]=O)=[CH:10][C:5]2[NH:6][CH2:7][CH2:8][S:9][C:4]=2[CH:3]=1.[CH3:14][O:15][C:16]1[CH:25]=[C:24]2[C:19]([N:20]=[CH:21][C:22]([S:26][CH2:27][CH2:28][N:29]3[CH2:34][CH2:33][CH:32]([NH2:35])[CH2:31][CH2:30]3)=[N:23]2)=[CH:18][CH:17]=1.